Dataset: NCI-60 drug combinations with 297,098 pairs across 59 cell lines. Task: Regression. Given two drug SMILES strings and cell line genomic features, predict the synergy score measuring deviation from expected non-interaction effect. (1) Drug 1: C1=CC(=CC=C1CCC2=CNC3=C2C(=O)NC(=N3)N)C(=O)NC(CCC(=O)O)C(=O)O. Drug 2: N.N.Cl[Pt+2]Cl. Cell line: BT-549. Synergy scores: CSS=11.9, Synergy_ZIP=-3.32, Synergy_Bliss=2.93, Synergy_Loewe=-5.07, Synergy_HSA=2.31. (2) Drug 1: CNC(=O)C1=CC=CC=C1SC2=CC3=C(C=C2)C(=NN3)C=CC4=CC=CC=N4. Drug 2: CCC1(C2=C(COC1=O)C(=O)N3CC4=CC5=C(C=CC(=C5CN(C)C)O)N=C4C3=C2)O.Cl. Cell line: 786-0. Synergy scores: CSS=34.3, Synergy_ZIP=2.98, Synergy_Bliss=4.10, Synergy_Loewe=-31.2, Synergy_HSA=3.86.